Dataset: Drug-target binding data from BindingDB using IC50 measurements. Task: Regression. Given a target protein amino acid sequence and a drug SMILES string, predict the binding affinity score between them. We predict pIC50 (pIC50 = -log10(IC50 in M); higher means more potent). Dataset: bindingdb_ic50. The drug is COc1ccc2c(c1)c(CC(=O)NCCCCNC(=O)CCC(=O)O[C@@H]1c3cc4c(cc3[C@H](c3cc(OC)c(OC)c(OC)c3)[C@@H]3C(=O)OC[C@@H]13)OCO4)c(C)n2C(=O)c1ccc(Cl)cc1. The target protein sequence is ANPCCSNPCQNRGECMSTGFDQYKCDCTRTGFYGENCTTPEFLTRIKLLLKPTPNTVHYILTHFKGVWNIVNNIPFLRSLIMKYVLTSRSYLIDSPPTYNVHYGYKSWEAFSNLSYYTRALPPVADDCPTPMGVKGNKELPDSKEVLEKVLLRREFIPDPQGSNMMFAFFAQHFTHQFFKTDHKRGPGFTRGLGHGVDLNHIYGETLDRQHKLRLFKDGKLKYQVIGGEVYPPTVKDTQVEMIYPPHIPENLQFAVGQEVFGLVPGLMMYATIWLREHNRVCDILKQEHPEWGDEQLFQTSRLILIGETIKIVIEDYVQHLSGFHFKLKFDPELLFNQQFQYQNRIASEFNTLYHWHPLLPDTFNIEDQEYSFKQFLYNNSILLEHGLTQFVESFTRQIAGRVAGGRNVPIAVQAVAKASIDQSREMKYQSLNEYRKRFSLKPYTSFEELTGEKEMAAELKALYSDIDVMELYPALLVEKPRPDAIFGETMVELGAPFSL.... The pIC50 is 5.4.